Dataset: Forward reaction prediction with 1.9M reactions from USPTO patents (1976-2016). Task: Predict the product of the given reaction. (1) Given the reactants [CH3:1][C:2]1[CH:7]=[C:6]([CH3:8])[CH:5]=[CH:4][C:3]=1[N:9]1[CH2:14][CH2:13][NH:12][CH2:11][CH2:10]1.[C:15]1([C:23]2[CH:28]=[CH:27][CH:26]=[CH:25][CH:24]=2)[C:16]([CH:21]=O)=[CH:17][CH:18]=[CH:19][CH:20]=1.[BH-](OC(C)=O)(OC(C)=O)OC(C)=O.[Na+].C1(C2C=CC=CC=2)C=CC=CC=1CN1CCN(C2C=CC=CC=2)CC1, predict the reaction product. The product is: [C:15]1([C:23]2[CH:24]=[CH:25][CH:26]=[CH:27][CH:28]=2)[CH:20]=[CH:19][CH:18]=[CH:17][C:16]=1[CH2:21][N:12]1[CH2:11][CH2:10][N:9]([C:3]2[CH:4]=[CH:5][C:6]([CH3:8])=[CH:7][C:2]=2[CH3:1])[CH2:14][CH2:13]1. (2) Given the reactants [H-].[Na+].[C:3]([N:10]1[CH2:15][CH2:14][CH:13]([CH2:16][CH2:17][OH:18])[CH2:12][CH2:11]1)([O:5][C:6]([CH3:9])([CH3:8])[CH3:7])=[O:4].[N+:19]([C:22]1[CH:23]=[C:24](F)[CH:25]=[CH:26][C:27]=1[N+:28]([O-:30])=[O:29])([O-:21])=[O:20], predict the reaction product. The product is: [C:6]([O:5][C:3]([N:10]1[CH2:15][CH2:14][CH:13]([CH2:16][CH2:17][O:18][C:24]2[CH:25]=[CH:26][C:27]([N+:28]([O-:30])=[O:29])=[C:22]([N+:19]([O-:21])=[O:20])[CH:23]=2)[CH2:12][CH2:11]1)=[O:4])([CH3:9])([CH3:8])[CH3:7]. (3) Given the reactants [CH3:1][C:2]1[CH:3]=[CH:4][CH:5]=[C:6]([NH2:11])[C:7]=1[C:8]([OH:10])=[O:9].Cl[C:13](Cl)([O:15]C(=O)OC(Cl)(Cl)Cl)Cl.C(=O)([O-])O.[Na+], predict the reaction product. The product is: [CH3:1][C:2]1[C:7]2[C:8](=[O:10])[O:9][C:13](=[O:15])[NH:11][C:6]=2[CH:5]=[CH:4][CH:3]=1. (4) Given the reactants [CH3:1][C@:2]12[C@H:10]([CH3:11])[CH2:9][CH:8]=[CH:7][C@H:6]1[CH2:5][C:4]([CH:12]=[O:13])=[CH:3]2.CC(N(C)C)=[O:16], predict the reaction product. The product is: [CH3:1][C@:2]12[C@H:10]([CH3:11])[CH2:9][C:8](=[O:16])[CH2:7][C@H:6]1[CH2:5][C:4]([CH:12]=[O:13])=[CH:3]2. (5) Given the reactants C([O:3][C:4]([C:6]1([CH3:27])[CH2:11][CH2:10][N:9]([C:12]2[N:13]=[N:14][C:15]([CH2:20][C:21]3[CH:26]=[CH:25][CH:24]=[CH:23][CH:22]=3)=[C:16]([CH3:19])[C:17]=2[CH3:18])[CH2:8][CH2:7]1)=[O:5])C.[OH-].[Na+], predict the reaction product. The product is: [CH2:20]([C:15]1[N:14]=[N:13][C:12]([N:9]2[CH2:10][CH2:11][C:6]([CH3:27])([C:4]([OH:5])=[O:3])[CH2:7][CH2:8]2)=[C:17]([CH3:18])[C:16]=1[CH3:19])[C:21]1[CH:26]=[CH:25][CH:24]=[CH:23][CH:22]=1. (6) Given the reactants [CH3:1][O:2][C:3]([C:5]1[S:6][CH:7]=[CH:8][C:9]=1[NH2:10])=[O:4].[C:11]([O-])(=[O:13])C.[NH4+], predict the reaction product. The product is: [CH3:1][O:2][C:3]([C:5]1[S:6][CH:7]=[CH:8][C:9]=1[NH:10][CH:11]=[O:13])=[O:4]. (7) Given the reactants C(OC(=O)C1C=C(NC(=O)C)C=C(C2C=CN=C(C3C=C(C(F)(F)F)C=CC=3OCC3C=CC=CC=3)C=2)C=1)C.C([O:42][C:43](=[O:80])[C:44]1[CH:49]=[C:48]([NH:50][C:51](=[O:53])[CH3:52])[CH:47]=[C:46]([C:54]2[CH:59]=[CH:58][N:57]=[CH:56][C:55]=2[C:60]2[CH:65]=[C:64]([C:66]([F:69])([F:68])[F:67])[CH:63]=[CH:62][C:61]=2[O:70][CH2:71][C:72]2[CH:77]=[CH:76][C:75]([F:78])=[CH:74][C:73]=2[F:79])[CH:45]=1)C, predict the reaction product. The product is: [F:79][C:73]1[CH:74]=[C:75]([F:78])[CH:76]=[CH:77][C:72]=1[CH2:71][O:70][C:61]1[CH:62]=[CH:63][C:64]([C:66]([F:68])([F:69])[F:67])=[CH:65][C:60]=1[C:55]1[CH:56]=[N:57][CH:58]=[CH:59][C:54]=1[C:46]1[CH:45]=[C:44]([CH:49]=[C:48]([NH:50][C:51](=[O:53])[CH3:52])[CH:47]=1)[C:43]([OH:80])=[O:42].